This data is from Full USPTO retrosynthesis dataset with 1.9M reactions from patents (1976-2016). The task is: Predict the reactants needed to synthesize the given product. (1) Given the product [Cl:1][C:2]1[CH:3]=[C:4]([NH:9][C:10]2[C:11]3[N:19]=[C:18]([NH:20][CH:21]4[CH2:26][CH2:25][N:24]([CH2:27][C:28]([OH:30])=[O:29])[CH2:23][CH2:22]4)[N:17]=[CH:16][C:12]=3[N:13]=[CH:14][N:15]=2)[CH:5]=[CH:6][C:7]=1[F:8], predict the reactants needed to synthesize it. The reactants are: [Cl:1][C:2]1[CH:3]=[C:4]([NH:9][C:10]2[C:11]3[N:19]=[C:18]([NH:20][CH:21]4[CH2:26][CH2:25][N:24]([CH2:27][C:28]([O:30]C)=[O:29])[CH2:23][CH2:22]4)[N:17]=[CH:16][C:12]=3[N:13]=[CH:14][N:15]=2)[CH:5]=[CH:6][C:7]=1[F:8].Cl. (2) Given the product [CH3:1][C:2]1[CH:3]=[C:4]([C:14]2[CH:22]=[CH:21][C:17]([C:18]([OH:20])=[O:19])=[CH:16][CH:15]=2)[CH:5]=[CH:6][C:7]=1[O:8][CH3:9], predict the reactants needed to synthesize it. The reactants are: [CH3:1][C:2]1[CH:3]=[C:4](B(O)O)[CH:5]=[CH:6][C:7]=1[O:8][CH3:9].I[C:14]1[CH:22]=[CH:21][C:17]([C:18]([OH:20])=[O:19])=[CH:16][CH:15]=1.C(=O)([O-])[O-].[Cs+].[Cs+].C1(C)C=CC=CC=1. (3) Given the product [CH2:1]([O:8][C:9]1[C:14]2[CH2:15][CH2:16][O:17][C:13]=2[CH:12]=[C:11]([C:18]2[C:19]([C:25]#[N:26])=[C:20]([OH:21])[N:33]=[CH:31][N:32]=2)[CH:10]=1)[C:2]1[CH:3]=[CH:4][CH:5]=[CH:6][CH:7]=1, predict the reactants needed to synthesize it. The reactants are: [CH2:1]([O:8][C:9]1[C:14]2[CH2:15][CH2:16][O:17][C:13]=2[CH:12]=[C:11]([CH:18]=[C:19]([C:25]#[N:26])[C:20](OCC)=[O:21])[CH:10]=1)[C:2]1[CH:7]=[CH:6][CH:5]=[CH:4][CH:3]=1.C(O)(=O)C.[CH:31]([NH2:33])=[NH:32].C([O-])([O-])=O.[K+].[K+].CCO. (4) Given the product [F:30][C:31]1[C:36]([C:2]2[C:11]3[C:6](=[CH:7][C:8]([S:12]([NH:15][C:16]4[S:17][CH:18]=[CH:19][N:20]=4)(=[O:13])=[O:14])=[CH:9][CH:10]=3)[CH:5]=[CH:4][N:3]=2)=[CH:35][C:34]([CH3:40])=[CH:33][N:32]=1, predict the reactants needed to synthesize it. The reactants are: Cl[C:2]1[C:11]2[C:6](=[CH:7][C:8]([S:12]([N:15](CC3C=CC(OC)=CC=3)[C:16]3[S:17][CH:18]=[CH:19][N:20]=3)(=[O:14])=[O:13])=[CH:9][CH:10]=2)[CH:5]=[CH:4][N:3]=1.[F:30][C:31]1[C:36](B(O)O)=[CH:35][C:34]([CH3:40])=[CH:33][N:32]=1.C(=O)([O-])[O-].[K+].[K+].O1CCOCC1. (5) Given the product [CH2:16]([N:13]1[CH2:14][CH2:15][CH:10]([NH:9][C:2]2[CH:7]=[CH:6][C:5]([CH3:8])=[CH:4][N:3]=2)[CH2:11][CH2:12]1)[C:17]1[CH:18]=[CH:19][CH:20]=[CH:21][CH:22]=1, predict the reactants needed to synthesize it. The reactants are: Br[C:2]1[CH:7]=[CH:6][C:5]([CH3:8])=[CH:4][N:3]=1.[NH2:9][CH:10]1[CH2:15][CH2:14][N:13]([CH2:16][C:17]2[CH:22]=[CH:21][CH:20]=[CH:19][CH:18]=2)[CH2:12][CH2:11]1.